Dataset: Forward reaction prediction with 1.9M reactions from USPTO patents (1976-2016). Task: Predict the product of the given reaction. (1) The product is: [Cl:1][C:2]1[C:3]([N:8]2[CH2:9][CH2:10][C:11]([OH:17])([C:14]([NH:35][C:34]3[CH:36]=[CH:37][C:31]([C:30]([F:29])([F:38])[F:39])=[CH:32][CH:33]=3)=[O:16])[CH2:12][CH2:13]2)=[N:4][CH:5]=[CH:6][CH:7]=1. Given the reactants [Cl:1][C:2]1[C:3]([N:8]2[CH2:13][CH2:12][C:11]([OH:17])([C:14]([OH:16])=O)[CH2:10][CH2:9]2)=[N:4][CH:5]=[CH:6][CH:7]=1.CCN=C=NCCCN(C)C.[F:29][C:30]([F:39])([F:38])[C:31]1[CH:37]=[CH:36][C:34]([NH2:35])=[CH:33][CH:32]=1, predict the reaction product. (2) Given the reactants N(C(OC(C)C)=O)=NC(OC(C)C)=O.[OH:15][C:16]1[CH:17]=[N:18][C:19]([N:22]2[CH2:27][CH2:26][N:25]([C:28]([O:30][C:31]([CH3:34])([CH3:33])[CH3:32])=[O:29])[CH2:24][CH2:23]2)=[N:20][CH:21]=1.C1(P(C2C=CC=CC=2)C2C=CC=CC=2)C=CC=CC=1.[N:54]1([C:59]2[CH:64]=[CH:63][C:62]([CH2:65]O)=[CH:61][CH:60]=2)[CH:58]=[N:57][N:56]=[N:55]1, predict the reaction product. The product is: [N:54]1([C:59]2[CH:64]=[CH:63][C:62]([CH2:65][O:15][C:16]3[CH:21]=[N:20][C:19]([N:22]4[CH2:23][CH2:24][N:25]([C:28]([O:30][C:31]([CH3:34])([CH3:33])[CH3:32])=[O:29])[CH2:26][CH2:27]4)=[N:18][CH:17]=3)=[CH:61][CH:60]=2)[CH:58]=[N:57][N:56]=[N:55]1. (3) Given the reactants BrC1C=CC([N:8]([C:15]2[C:24]3[C:19](=CC=CC=3)[CH:18]=[CH:17][CH:16]=2)C2C=CC=CC=2)=CC=1.C([Li])CCC.C(O[B:34]1[O:38][C:37]([CH3:40])([CH3:39])[C:36]([CH3:42])([CH3:41])[O:35]1)(C)C.O, predict the reaction product. The product is: [CH3:41][C:36]1([CH3:42])[C:37]([CH3:40])([CH3:39])[O:38][B:34]([C:18]2[CH:17]=[CH:16][C:15]([NH2:8])=[CH:24][CH:19]=2)[O:35]1. (4) Given the reactants Br[C:2]1[N:3]=[C:4]2[C:10]([C:11](=[O:16])[C:12]([CH3:15])([CH3:14])[CH3:13])=[CH:9][NH:8][C:5]2=[N:6][CH:7]=1.[CH2:17]([O:20][C:21]1[CH:22]=[C:23](B(O)O)[CH:24]=[CH:25][CH:26]=1)[CH2:18][CH3:19], predict the reaction product. The product is: [CH3:13][C:12]([CH3:15])([CH3:14])[C:11]([C:10]1[C:4]2[C:5](=[N:6][CH:7]=[C:2]([C:25]3[CH:24]=[CH:23][CH:22]=[C:21]([O:20][CH2:17][CH2:18][CH3:19])[CH:26]=3)[N:3]=2)[NH:8][CH:9]=1)=[O:16]. (5) Given the reactants [Cl:1][C:2]1[CH:7]=[CH:6][C:5]([C@H:8]2[C@@H:12]([C:13]3[CH:18]=[CH:17][C:16]([Cl:19])=[CH:15][CH:14]=3)[N:11]([C:20](Cl)=[O:21])[C:10]([C:23]3[CH:28]=[CH:27][C:26]([C:29]([C:32]#[N:33])([CH3:31])[CH3:30])=[CH:25][C:24]=3[O:34][CH2:35][CH3:36])=[N:9]2)=[CH:4][CH:3]=1.[CH3:37][N:38]([CH3:48])[C:39](=[O:47])[CH2:40][N:41]1[CH2:46][CH2:45][NH:44][CH2:43][CH2:42]1, predict the reaction product. The product is: [Cl:1][C:2]1[CH:3]=[CH:4][C:5]([C@H:8]2[C@@H:12]([C:13]3[CH:14]=[CH:15][C:16]([Cl:19])=[CH:17][CH:18]=3)[N:11]([C:20]([N:44]3[CH2:43][CH2:42][N:41]([CH2:40][C:39]([N:38]([CH3:48])[CH3:37])=[O:47])[CH2:46][CH2:45]3)=[O:21])[C:10]([C:23]3[CH:28]=[CH:27][C:26]([C:29]([C:32]#[N:33])([CH3:30])[CH3:31])=[CH:25][C:24]=3[O:34][CH2:35][CH3:36])=[N:9]2)=[CH:6][CH:7]=1.